This data is from Peptide-MHC class II binding affinity with 134,281 pairs from IEDB. The task is: Regression. Given a peptide amino acid sequence and an MHC pseudo amino acid sequence, predict their binding affinity value. This is MHC class II binding data. (1) The peptide sequence is GVFHELPSLCRVNNS. The MHC is H-2-IAb with pseudo-sequence H-2-IAb. The binding affinity (normalized) is 0.235. (2) The peptide sequence is TTLLRALGAQKEAIS. The MHC is DRB1_0401 with pseudo-sequence DRB1_0401. The binding affinity (normalized) is 0.462. (3) The peptide sequence is FLATRIFGRRSIPVN. The MHC is DRB1_0701 with pseudo-sequence DRB1_0701. The binding affinity (normalized) is 0.898.